Dataset: Forward reaction prediction with 1.9M reactions from USPTO patents (1976-2016). Task: Predict the product of the given reaction. (1) Given the reactants C[NH:2]C(C1N(CC2N3C=C(C)C=CC3=NC=2C2C=CC(C)=CC=2)N=CN=1)=O.[Cl:28][C:29]1[CH:34]=[CH:33][C:32]([C:35]2[N:36]=[C:37]3[CH:42]=[CH:41][CH:40]=[N:39][N:38]3[C:43]=2[CH2:44][N:45]2[C:49]([C:50]([O:52]C)=O)=[N:48][CH:47]=[N:46]2)=[CH:31][CH:30]=1.N, predict the reaction product. The product is: [Cl:28][C:29]1[CH:34]=[CH:33][C:32]([C:35]2[N:36]=[C:37]3[CH:42]=[CH:41][CH:40]=[N:39][N:38]3[C:43]=2[CH2:44][N:45]2[C:49]([C:50]([NH2:2])=[O:52])=[N:48][CH:47]=[N:46]2)=[CH:31][CH:30]=1. (2) Given the reactants [H-].[Na+].[CH3:3][C:4]1[CH:5]=[C:6]2[C:10](=[CH:11][CH:12]=1)[NH:9][C:8](=[O:13])[C:7]2=[O:14].[CH3:15][O:16][C:17](=[O:24])[CH:18](Br)[CH2:19][CH:20]([CH3:22])[CH3:21], predict the reaction product. The product is: [CH3:15][O:16][C:17](=[O:24])[CH:18]([N:9]1[C:10]2[C:6](=[CH:5][C:4]([CH3:3])=[CH:12][CH:11]=2)[C:7](=[O:14])[C:8]1=[O:13])[CH2:19][CH:20]([CH3:22])[CH3:21]. (3) Given the reactants CC1(C)CCCC(C)(C)N1.C([Li])CCC.[CH3:16][O:17][C:18]([O:34][CH3:35])([C:26]1[CH:31]=[CH:30][C:29]([O:32][CH3:33])=[CH:28][CH:27]=1)[C:19]1[CH:24]=[CH:23][C:22]([F:25])=[CH:21][CH:20]=1.CN(C)[CH:38]=[O:39].Cl, predict the reaction product. The product is: [CH3:35][O:34][C:18]([O:17][CH3:16])([C:26]1[CH:31]=[CH:30][C:29]([O:32][CH3:33])=[CH:28][CH:27]=1)[C:19]1[CH:20]=[CH:21][C:22]([F:25])=[C:23]([CH:38]=[O:39])[CH:24]=1. (4) The product is: [C:8]([OH:17])(=[O:16])[CH2:9][CH2:10][CH2:11][CH2:12][C:13]([OH:15])=[O:14].[CH2:1]([NH2:7])[CH2:2][CH2:3][CH2:4][CH2:5][NH2:6]. Given the reactants [CH2:1]([NH2:7])[CH2:2][CH2:3][CH2:4][CH2:5][NH2:6].[C:8]([OH:17])(=[O:16])[CH2:9][CH2:10][CH2:11][CH2:12][C:13]([OH:15])=[O:14], predict the reaction product. (5) Given the reactants [CH2:1]1[CH:10]2[CH:5]([CH2:6][CH2:7][CH2:8][CH2:9]2)[CH2:4][CH2:3][CH:2]1[O:11][C:12]1[CH:13]=[C:14]2[C:19](=[CH:20][CH:21]=1)[CH:18]=[C:17]([C@:22]1([CH3:28])[CH2:26][O:25]C(=O)[NH:23]1)[CH:16]=[CH:15]2.C(O)C.O.[OH-].[Li+].O, predict the reaction product. The product is: [NH2:23][C@@:22]([C:17]1[CH:16]=[CH:15][C:14]2[C:19](=[CH:20][CH:21]=[C:12]([O:11][CH:2]3[CH2:3][CH2:4][CH:5]4[CH:10]([CH2:9][CH2:8][CH2:7][CH2:6]4)[CH2:1]3)[CH:13]=2)[CH:18]=1)([CH3:28])[CH2:26][OH:25]. (6) Given the reactants [OH:1][C:2]1[CH:9]=[CH:8][C:7]([OH:10])=[CH:6][C:3]=1[CH:4]=[O:5].[Br:11]Br.[NH4+].[Cl-], predict the reaction product. The product is: [Br:11][C:6]1[C:7]([OH:10])=[CH:8][CH:9]=[C:2]([OH:1])[C:3]=1[CH:4]=[O:5].